From a dataset of Catalyst prediction with 721,799 reactions and 888 catalyst types from USPTO. Predict which catalyst facilitates the given reaction. Reactant: [O:1]1[CH:5]=[CH:4][CH:3]=[C:2]1[C:6]1[O:7][C:8]([CH3:38])=[C:9]([CH2:11][O:12][C:13]2[CH:35]=[CH:34][C:16]([CH2:17][O:18][C:19]3[C:23](/[CH:24]=[CH:25]/[CH:26]=[O:27])=[CH:22][N:21]([C:28]4[CH:33]=[CH:32][CH:31]=[CH:30][CH:29]=4)[N:20]=3)=[CH:15][C:14]=2[O:36][CH3:37])[N:10]=1.C1(C)C=CC(S([CH2:48][N+:49]#[C-:50])(=O)=O)=CC=1.C(=O)([O-])[O-].[K+].[K+].CO. Product: [O:1]1[CH:5]=[CH:4][CH:3]=[C:2]1[C:6]1[O:7][C:8]([CH3:38])=[C:9]([CH2:11][O:12][C:13]2[CH:35]=[CH:34][C:16]([CH2:17][O:18][C:19]3[C:23](/[CH:24]=[CH:25]/[C:26]4[O:27][CH:50]=[N:49][CH:48]=4)=[CH:22][N:21]([C:28]4[CH:29]=[CH:30][CH:31]=[CH:32][CH:33]=4)[N:20]=3)=[CH:15][C:14]=2[O:36][CH3:37])[N:10]=1. The catalyst class is: 6.